This data is from Full USPTO retrosynthesis dataset with 1.9M reactions from patents (1976-2016). The task is: Predict the reactants needed to synthesize the given product. Given the product [CH3:2][O:3][C:4](=[O:38])[C:5]1[CH:6]=[CH:7][C:8]([O:11][C:12]2[CH:13]=[CH:14][C:15]([CH2:18][C@@H:19]([C:20]3[N:21]([CH2:33][CH2:34][CH2:35][CH3:36])[CH:22]=[C:23]([C:25]4[CH:30]=[CH:29][C:28]([Cl:31])=[CH:27][C:26]=4[Cl:32])[N:24]=3)[NH:37][C:39](=[O:46])[CH2:40][CH2:41][CH2:42][C:43]([OH:45])=[O:44])=[CH:16][CH:17]=2)=[CH:9][CH:10]=1, predict the reactants needed to synthesize it. The reactants are: Cl.[CH3:2][O:3][C:4](=[O:38])[C:5]1[CH:10]=[CH:9][C:8]([O:11][C:12]2[CH:17]=[CH:16][C:15]([CH2:18][C@H:19]([NH2:37])[C:20]3[N:21]([CH2:33][CH2:34][CH2:35][CH3:36])[CH:22]=[C:23]([C:25]4[CH:30]=[CH:29][C:28]([Cl:31])=[CH:27][C:26]=4[Cl:32])[N:24]=3)=[CH:14][CH:13]=2)=[CH:7][CH:6]=1.[C:39]1(=[O:46])[O:45][C:43](=[O:44])[CH2:42][CH2:41][CH2:40]1.CCN(C(C)C)C(C)C.C(O)(=O)CC(CC(O)=O)(C(O)=O)O.